From a dataset of Full USPTO retrosynthesis dataset with 1.9M reactions from patents (1976-2016). Predict the reactants needed to synthesize the given product. (1) Given the product [CH2:11]([N:18]1[CH2:24][CH2:23][CH:22]2[C:20]([CH:25]=[O:26])([CH2:21]2)[CH2:19]1)[C:12]1[CH:13]=[CH:14][CH:15]=[CH:16][CH:17]=1, predict the reactants needed to synthesize it. The reactants are: C(Cl)(=O)C(Cl)=O.CS(C)=O.[CH2:11]([N:18]1[CH2:24][CH2:23][CH:22]2[C:20]([CH2:25][OH:26])([CH2:21]2)[CH2:19]1)[C:12]1[CH:17]=[CH:16][CH:15]=[CH:14][CH:13]=1.C([O-])(O)=O.[Na+]. (2) Given the product [C:1]([C:3]1[C:12]2[C:7](=[CH:8][CH:9]=[C:10]([O:13][C:14]3[CH:15]=[CH:16][CH:17]=[CH:18][CH:19]=3)[CH:11]=2)[C:6]([OH:20])=[C:5]([C:21]([NH:25][C@@H:26]([CH2:31][OH:32])[CH2:27][C:28]([OH:30])=[O:29])=[O:22])[N:4]=1)#[N:2], predict the reactants needed to synthesize it. The reactants are: [C:1]([C:3]1[C:12]2[C:7](=[CH:8][CH:9]=[C:10]([O:13][C:14]3[CH:19]=[CH:18][CH:17]=[CH:16][CH:15]=3)[CH:11]=2)[C:6]([OH:20])=[C:5]([C:21](OC)=[O:22])[N:4]=1)#[N:2].[NH2:25][C@@H:26]([CH2:31][OH:32])[CH2:27][C:28]([OH:30])=[O:29].C[O-].[Na+]. (3) Given the product [C:1]1([S:7]([N:10]2[CH2:11][CH2:12][CH:13]([CH2:16][N:17]3[C:25]4[C:20](=[CH:21][C:22]([C:26]5[CH:30]=[N:29][NH:28][CH:27]=5)=[CH:23][CH:24]=4)[CH:19]=[CH:18]3)[CH2:14][CH2:15]2)(=[O:9])=[O:8])[CH:2]=[CH:3][CH:4]=[CH:5][CH:6]=1, predict the reactants needed to synthesize it. The reactants are: [C:1]1([S:7]([N:10]2[CH2:15][CH2:14][CH:13]([CH2:16][N:17]3[C:25]4[C:20](=[CH:21][C:22]([C:26]5[CH:27]=[N:28][N:29](C6CCCCO6)[CH:30]=5)=[CH:23][CH:24]=4)[CH:19]=[CH:18]3)[CH2:12][CH2:11]2)(=[O:9])=[O:8])[CH:6]=[CH:5][CH:4]=[CH:3][CH:2]=1.C1(C)C=CC(S(O)(=O)=O)=CC=1.C(OCC)(=O)C. (4) The reactants are: Cl[C:2]1[N:7]=[C:6]([NH:8][C:9]([C:11]2([C:14]3[CH:24]=[CH:23][C:17]4[O:18][C:19]([F:22])([F:21])[O:20][C:16]=4[CH:15]=3)[CH2:13][CH2:12]2)=[O:10])[CH:5]=[CH:4][C:3]=1[CH3:25].B([C:29]1[CH:30]=[C:31]([CH:35]=[CH:36][CH:37]=1)[C:32]([OH:34])=[O:33])(O)O.C(=O)([O-])[O-].[K+].[K+]. Given the product [F:21][C:19]1([F:22])[O:18][C:17]2[CH:23]=[CH:24][C:14]([C:11]3([C:9]([NH:8][C:6]4[N:7]=[C:2]([C:29]5[CH:30]=[C:31]([CH:35]=[CH:36][CH:37]=5)[C:32]([OH:34])=[O:33])[C:3]([CH3:25])=[CH:4][CH:5]=4)=[O:10])[CH2:13][CH2:12]3)=[CH:15][C:16]=2[O:20]1, predict the reactants needed to synthesize it. (5) Given the product [Cl:1][C:2]1[C:11]2[C:6](=[CH:7][CH:8]=[CH:9][CH:10]=2)[CH:5]=[CH:4][C:3]=1[S:12]([CH2:15][CH2:16][NH:17][CH2:18][C:19]1[N:38]([CH3:37])[CH:21]=[CH:22][CH:23]=1)(=[O:14])=[O:13], predict the reactants needed to synthesize it. The reactants are: [Cl:1][C:2]1[C:11]2[C:6](=[CH:7][CH:8]=[CH:9][CH:10]=2)[CH:5]=[CH:4][C:3]=1[S:12]([CH2:15][CH2:16][NH:17][CH2:18][C:19]1O[CH:21]=[CH:22][CH:23]=1)(=[O:14])=[O:13].ClC1C2C(=CC=CC=2)C=CC=1SC[CH2:37][NH:38]CC1N(C)C=CC=1.